Dataset: Peptide-MHC class II binding affinity with 134,281 pairs from IEDB. Task: Regression. Given a peptide amino acid sequence and an MHC pseudo amino acid sequence, predict their binding affinity value. This is MHC class II binding data. The peptide sequence is EIYNMVKFRMIAGQE. The MHC is HLA-DQA10102-DQB10602 with pseudo-sequence HLA-DQA10102-DQB10602. The binding affinity (normalized) is 0.454.